The task is: Predict the reactants needed to synthesize the given product.. This data is from Full USPTO retrosynthesis dataset with 1.9M reactions from patents (1976-2016). (1) Given the product [CH2:30]([O:32][C:33]1[CH:47]=[CH:46][C:36]([O:37][CH2:38][CH:39]2[CH2:44][CH2:43][C:42](=[CH:2][O:3][CH3:4])[CH2:41][CH2:40]2)=[C:35]([F:48])[C:34]=1[F:49])[CH3:31], predict the reactants needed to synthesize it. The reactants are: [Cl-].[CH3:2][O:3][CH2:4][P+](C1C=CC=CC=1)(C1C=CC=CC=1)C1C=CC=CC=1.CC([O-])(C)C.[K+].[CH2:30]([O:32][C:33]1[CH:47]=[CH:46][C:36]([O:37][CH2:38][CH:39]2[CH2:44][CH2:43][C:42](=O)[CH2:41][CH2:40]2)=[C:35]([F:48])[C:34]=1[F:49])[CH3:31].O. (2) Given the product [Cl:20][C:11]1[C:12]([N:14]([CH2:16][CH:17]([CH3:19])[CH3:18])[CH3:15])=[CH:13][C:8]2[N:7]=[C:24]([C:25]3[CH:30]=[CH:29][CH:28]=[C:27]([N:31]4[C:35]([CH2:36][OH:37])=[N:34][CH:33]=[N:32]4)[CH:26]=3)[CH2:23][C:22](=[O:45])[NH:21][C:9]=2[CH:10]=1, predict the reactants needed to synthesize it. The reactants are: C(OC(=O)[NH:7][C:8]1[CH:13]=[C:12]([N:14]([CH2:16][CH:17]([CH3:19])[CH3:18])[CH3:15])[C:11]([Cl:20])=[CH:10][C:9]=1[NH:21][C:22](=[O:45])[CH2:23][C:24](=O)[C:25]1[CH:30]=[CH:29][CH:28]=[C:27]([N:31]2[C:35]([CH2:36][O:37]C3CCCCO3)=[N:34][CH:33]=[N:32]2)[CH:26]=1)(C)(C)C.C(O)(C(F)(F)F)=O. (3) Given the product [CH2:10]([O:9][C:7](=[O:8])[CH2:6][CH2:5][C:12](=[O:17])[C:13]([F:16])([F:15])[F:14])[CH3:11], predict the reactants needed to synthesize it. The reactants are: C(OC(=O)[CH:5]([C:12](=[O:17])[C:13]([F:16])([F:15])[F:14])[CH2:6][C:7]([O:9][CH2:10][CH3:11])=[O:8])C.B(O)O. (4) Given the product [CH:11]1([C:10]2[C:9]3[C:4](=[CH:5][C:6]([C:17]([OH:19])=[O:18])=[CH:7][CH:8]=3)[N:3]([CH2:21][C:22]([N:24]([CH3:26])[CH3:25])=[O:23])[C:2]=2[C:29]2[CH:30]=[CH:31][O:27][CH:28]=2)[CH2:16][CH2:15][CH2:14][CH2:13][CH2:12]1, predict the reactants needed to synthesize it. The reactants are: Br[C:2]1[N:3]([CH2:21][C:22]([N:24]([CH3:26])[CH3:25])=[O:23])[C:4]2[C:9]([C:10]=1[CH:11]1[CH2:16][CH2:15][CH2:14][CH2:13][CH2:12]1)=[CH:8][CH:7]=[C:6]([C:17]([O:19]C)=[O:18])[CH:5]=2.[O:27]1[CH:31]=[CH:30][C:29](B(O)O)=[CH:28]1. (5) Given the product [F:1][C:2]1[CH:13]=[CH:12][C:5]2[C:6](=[O:11])[O:7][C:8](=[O:10])[N:9]([CH2:18][CH:17]=[CH2:16])[C:4]=2[CH:3]=1, predict the reactants needed to synthesize it. The reactants are: [F:1][C:2]1[CH:13]=[CH:12][C:5]2[C:6](=[O:11])[O:7][C:8](=[O:10])[NH:9][C:4]=2[CH:3]=1.[H-].[Na+].[CH2:16](I)[CH:17]=[CH2:18]. (6) Given the product [C:1]([C:3]1[CH:4]=[C:5]([C:9]2[C:17]3[C:12](=[CH:13][CH:14]=[CH:15][CH:16]=3)[NH:11][C:10]=2[C:18]([NH:24][NH2:25])=[O:20])[CH:6]=[CH:7][CH:8]=1)#[N:2], predict the reactants needed to synthesize it. The reactants are: [C:1]([C:3]1[CH:4]=[C:5]([C:9]2[C:17]3[C:12](=[CH:13][CH:14]=[CH:15][CH:16]=3)[NH:11][C:10]=2[C:18]([O:20]CC)=O)[CH:6]=[CH:7][CH:8]=1)#[N:2].O.[NH2:24][NH2:25].O.